Dataset: Forward reaction prediction with 1.9M reactions from USPTO patents (1976-2016). Task: Predict the product of the given reaction. (1) Given the reactants [NH2:1][C:2]1[N:6]([C:7]2[CH:12]=[CH:11][C:10]([F:13])=[CH:9][CH:8]=2)[N:5]=[CH:4][C:3]=1[C:14](=[O:27])[C:15]1[CH:20]=[CH:19][CH:18]=[C:17]([CH:21]=[CH:22][S:23]([NH2:26])(=[O:25])=[O:24])[CH:16]=1, predict the reaction product. The product is: [NH2:1][C:2]1[N:6]([C:7]2[CH:12]=[CH:11][C:10]([F:13])=[CH:9][CH:8]=2)[N:5]=[CH:4][C:3]=1[C:14](=[O:27])[C:15]1[CH:20]=[CH:19][CH:18]=[C:17]([CH2:21][CH2:22][S:23]([NH2:26])(=[O:24])=[O:25])[CH:16]=1. (2) Given the reactants [C:1]([O:5][C:6]([N:8]1[C@:12]([CH2:22][OH:23])([CH2:13][CH2:14][C:15]2[CH:20]=[CH:19][C:18]([OH:21])=[CH:17][CH:16]=2)[CH2:11][O:10][C:9]1([CH3:25])[CH3:24])=[O:7])([CH3:4])([CH3:3])[CH3:2].Br[CH2:27][CH2:28][O:29][C:30]1[CH:35]=[CH:34][CH:33]=[C:32]([F:36])[CH:31]=1.C(OCC)(=O)C.O, predict the reaction product. The product is: [C:1]([O:5][C:6]([N:8]1[C@@:12]([CH2:13][CH2:14][C:15]2[CH:16]=[CH:17][C:18]([O:21][CH2:27][CH2:28][O:29][C:30]3[CH:35]=[CH:34][CH:33]=[C:32]([F:36])[CH:31]=3)=[CH:19][CH:20]=2)([CH2:22][OH:23])[CH2:11][O:10][C:9]1([CH3:25])[CH3:24])=[O:7])([CH3:4])([CH3:3])[CH3:2]. (3) Given the reactants Cl.[CH2:2]1[C:7]2([CH2:12][CH2:11][NH:10][CH2:9][CH2:8]2)[CH2:6][CH2:5][N:4]([C:13]([O:15][C:16]([CH3:19])([CH3:18])[CH3:17])=[O:14])[CH2:3]1.[CH3:20][O:21][C:22]1[CH:36]=[CH:35][CH:34]=[CH:33][C:23]=1[O:24][C:25]1[CH:26]=[C:27]([CH:30]=[CH:31][CH:32]=1)[CH:28]=O.C(N(CC)CC)C.C(O[BH-](OC(=O)C)OC(=O)C)(=O)C.[Na+], predict the reaction product. The product is: [CH3:20][O:21][C:22]1[CH:36]=[CH:35][CH:34]=[CH:33][C:23]=1[O:24][C:25]1[CH:26]=[C:27]([CH:30]=[CH:31][CH:32]=1)[CH2:28][N:10]1[CH2:11][CH2:12][C:7]2([CH2:2][CH2:3][N:4]([C:13]([O:15][C:16]([CH3:19])([CH3:18])[CH3:17])=[O:14])[CH2:5][CH2:6]2)[CH2:8][CH2:9]1. (4) Given the reactants [CH3:1][C:2]1[O:6][N:5]=[C:4]([C:7]2[CH:12]=[CH:11][CH:10]=[CH:9][CH:8]=2)[C:3]=1[C:13]1[N:14]=[C:15]2[CH:20]=[C:19]([C:21]#[C:22][Si](C)(C)C)[CH:18]=[CH:17][N:16]2[CH:27]=1.C(=O)([O-])[O-].[K+].[K+], predict the reaction product. The product is: [C:21]([C:19]1[CH:18]=[CH:17][N:16]2[CH:27]=[C:13]([C:3]3[C:4]([C:7]4[CH:12]=[CH:11][CH:10]=[CH:9][CH:8]=4)=[N:5][O:6][C:2]=3[CH3:1])[N:14]=[C:15]2[CH:20]=1)#[CH:22]. (5) Given the reactants [CH3:1][S:2][C:3]1[CH:24]=[CH:23][CH:22]=[CH:21][C:4]=1[CH2:5][NH:6][C:7]([C:9]1[C:18]([OH:19])=[C:17]2[C:12]([CH:13]=[CH:14][CH:15]=[N:16]2)=[C:11](Br)[N:10]=1)=[O:8].[C:25]1([SH:31])[CH:30]=[CH:29][CH:28]=[CH:27][CH:26]=1.C(N(CC)CC)C, predict the reaction product. The product is: [CH3:1][S:2][C:3]1[CH:24]=[CH:23][CH:22]=[CH:21][C:4]=1[CH2:5][NH:6][C:7]([C:9]1[C:18]([OH:19])=[C:17]2[C:12]([CH:13]=[CH:14][CH:15]=[N:16]2)=[C:11]([S:31][C:25]2[CH:30]=[CH:29][CH:28]=[CH:27][CH:26]=2)[N:10]=1)=[O:8].